This data is from NCI-60 drug combinations with 297,098 pairs across 59 cell lines. The task is: Regression. Given two drug SMILES strings and cell line genomic features, predict the synergy score measuring deviation from expected non-interaction effect. (1) Drug 1: CC1C(C(CC(O1)OC2CC(CC3=C2C(=C4C(=C3O)C(=O)C5=C(C4=O)C(=CC=C5)OC)O)(C(=O)C)O)N)O.Cl. Drug 2: CC1=C2C(C(=O)C3(C(CC4C(C3C(C(C2(C)C)(CC1OC(=O)C(C(C5=CC=CC=C5)NC(=O)OC(C)(C)C)O)O)OC(=O)C6=CC=CC=C6)(CO4)OC(=O)C)O)C)O. Cell line: MALME-3M. Synergy scores: CSS=40.7, Synergy_ZIP=0.174, Synergy_Bliss=4.21, Synergy_Loewe=4.54, Synergy_HSA=6.56. (2) Drug 1: CN(C)N=NC1=C(NC=N1)C(=O)N. Drug 2: CC12CCC3C(C1CCC2O)C(CC4=C3C=CC(=C4)O)CCCCCCCCCS(=O)CCCC(C(F)(F)F)(F)F. Cell line: OVCAR-5. Synergy scores: CSS=3.77, Synergy_ZIP=-1.39, Synergy_Bliss=0.736, Synergy_Loewe=0.0794, Synergy_HSA=0.184.